Predict the reactants needed to synthesize the given product. From a dataset of Full USPTO retrosynthesis dataset with 1.9M reactions from patents (1976-2016). Given the product [CH3:1][S:11]([O-:12])(=[O:15])=[O:10].[CH2:1]([N+:4]1[CH:8]=[CH:7][N:6]([CH3:9])[CH:5]=1)[CH:2]=[CH2:3], predict the reactants needed to synthesize it. The reactants are: [CH2:1]([N:4]1[CH:8]=[CH:7][N:6]=[CH:5]1)[CH:2]=[CH2:3].[CH3:9][O:10][S:11](=[O:15])(=O)[O:12]C.